Dataset: Full USPTO retrosynthesis dataset with 1.9M reactions from patents (1976-2016). Task: Predict the reactants needed to synthesize the given product. Given the product [Br:1][C:2]1[CH:3]=[C:4]2[C:12]([C:11]3[CH:10]=[CH:9][C:8]([C:33]4[S:34][CH:35]=[CH:36][CH:37]=4)=[CH:7][C:6]=3[C:5]2([CH2:22][CH2:23][CH2:24][CH2:25][CH2:26][CH3:27])[CH2:16][CH2:17][CH2:18][CH2:19][CH2:20][CH3:21])=[CH:13][CH:14]=1, predict the reactants needed to synthesize it. The reactants are: [Br:1][C:2]1[CH:14]=[CH:13][C:12]2[C:11]3[C:6](=[CH:7][C:8](Br)=[CH:9][CH:10]=3)[C:5]([CH2:22][CH2:23][CH2:24][CH2:25][CH2:26][CH3:27])([CH2:16][CH2:17][CH2:18][CH2:19][CH2:20][CH3:21])[C:4]=2[CH:3]=1.C([Sn](CCCC)(CCCC)[C:33]1[S:34][CH:35]=[CH:36][CH:37]=1)CCC.C(=O)([O-])[O-].[Na+].[Na+].C1(C)C=CC=CC=1.